Predict which catalyst facilitates the given reaction. From a dataset of Catalyst prediction with 721,799 reactions and 888 catalyst types from USPTO. Reactant: C(O)(C(F)(F)F)=O.[CH3:8][CH:9]([CH3:40])[CH2:10][C@H:11]([C:33]([O:35]C(C)(C)C)=[O:34])[CH:12]([C:23]([O:25][CH2:26][C:27]1[CH:32]=[CH:31][CH:30]=[CH:29][CH:28]=1)=[O:24])[C:13]([O:15][CH2:16][C:17]1[CH:22]=[CH:21][CH:20]=[CH:19][CH:18]=1)=[O:14].CCCCCC. Product: [CH2:26]([O:25][C:23](=[O:24])[CH:12]([C@H:11]([CH2:10][CH:9]([CH3:8])[CH3:40])[C:33]([OH:35])=[O:34])[C:13]([O:15][CH2:16][C:17]1[CH:18]=[CH:19][CH:20]=[CH:21][CH:22]=1)=[O:14])[C:27]1[CH:28]=[CH:29][CH:30]=[CH:31][CH:32]=1. The catalyst class is: 268.